Dataset: Buchwald-Hartwig C-N cross coupling reaction yields with 55,370 reactions. Task: Predict the reaction yield, written as a fraction of the theoretical maximum amount of product (1.0 means a 100% yield; for example, 0.34 means a 34% yield). (1) The reactants are COc1ccc(I)cc1.Cc1ccc(N)cc1.O=S(=O)(O[Pd]1c2ccccc2-c2ccccc2N~1)C(F)(F)F.COc1ccc(OC)c(P(C(C)(C)C)C(C)(C)C)c1-c1c(C(C)C)cc(C(C)C)cc1C(C)C.CN(C)C(=NC(C)(C)C)N(C)C.c1ccc(-c2ccno2)cc1. No catalyst specified. The product is COc1ccc(Nc2ccc(C)cc2)cc1. The yield is 0.404. (2) The reactants are CCc1ccc(Br)cc1.Cc1ccc(N)cc1.O=S(=O)(O[Pd]1c2ccccc2-c2ccccc2N~1)C(F)(F)F.COc1ccc(OC)c(P(C(C)(C)C)C(C)(C)C)c1-c1c(C(C)C)cc(C(C)C)cc1C(C)C.CN1CCCN2CCCN=C12.CCOC(=O)c1cc(C)on1. No catalyst specified. The product is CCc1ccc(Nc2ccc(C)cc2)cc1. The yield is 0.797. (3) The reactants are Brc1ccccn1.Cc1ccc(N)cc1.O=S(=O)(O[Pd]1c2ccccc2-c2ccccc2N~1)C(F)(F)F.CC(C)c1cc(C(C)C)c(-c2ccccc2P(C(C)(C)C)C(C)(C)C)c(C(C)C)c1.CCN=P(N=P(N(C)C)(N(C)C)N(C)C)(N(C)C)N(C)C.c1ccc(-c2ccno2)cc1. No catalyst specified. The product is Cc1ccc(Nc2ccccn2)cc1. The yield is 0.363. (4) The reactants are Clc1ccccn1.Cc1ccc(N)cc1.O=S(=O)(O[Pd]1c2ccccc2-c2ccccc2N~1)C(F)(F)F.COc1ccc(OC)c(P([C@]23C[C@H]4C[C@H](C[C@H](C4)C2)C3)[C@]23C[C@H]4C[C@H](C[C@H](C4)C2)C3)c1-c1c(C(C)C)cc(C(C)C)cc1C(C)C.CN(C)C(=NC(C)(C)C)N(C)C.CCOC(=O)c1cc(C)on1. No catalyst specified. The product is Cc1ccc(Nc2ccccn2)cc1. The yield is 0.453. (5) The reactants are Clc1cccnc1.Cc1ccc(N)cc1.O=S(=O)(O[Pd]1c2ccccc2-c2ccccc2N~1)C(F)(F)F.COc1ccc(OC)c(P(C(C)(C)C)C(C)(C)C)c1-c1c(C(C)C)cc(C(C)C)cc1C(C)C.CCN=P(N=P(N(C)C)(N(C)C)N(C)C)(N(C)C)N(C)C.COC(=O)c1cc(-c2ccco2)on1. No catalyst specified. The product is Cc1ccc(Nc2cccnc2)cc1. The yield is 0.00970. (6) The reactants are FC(F)(F)c1ccc(Cl)cc1.Cc1ccc(N)cc1.O=S(=O)(O[Pd]1c2ccccc2-c2ccccc2N~1)C(F)(F)F.CC(C)c1cc(C(C)C)c(-c2ccccc2P(C2CCCCC2)C2CCCCC2)c(C(C)C)c1.CN1CCCN2CCCN=C12.COC(=O)c1cc(-c2cccs2)on1. No catalyst specified. The product is Cc1ccc(Nc2ccc(C(F)(F)F)cc2)cc1. The yield is 0.0734. (7) The reactants are Clc1ccccn1.Cc1ccc(N)cc1.O=S(=O)(O[Pd]1c2ccccc2-c2ccccc2N~1)C(F)(F)F.CC(C)c1cc(C(C)C)c(-c2ccccc2P(C(C)(C)C)C(C)(C)C)c(C(C)C)c1.CCN=P(N=P(N(C)C)(N(C)C)N(C)C)(N(C)C)N(C)C.COC(=O)c1ccno1. No catalyst specified. The product is Cc1ccc(Nc2ccccn2)cc1. The yield is 0.182. (8) The reactants are COc1ccc(Cl)cc1.Cc1ccc(N)cc1.O=S(=O)(O[Pd]1c2ccccc2-c2ccccc2N~1)C(F)(F)F.CC(C)c1cc(C(C)C)c(-c2ccccc2P(C(C)(C)C)C(C)(C)C)c(C(C)C)c1.CN(C)C(=NC(C)(C)C)N(C)C.Cc1ccon1. No catalyst specified. The product is COc1ccc(Nc2ccc(C)cc2)cc1. The yield is 0.00695. (9) The reactants are Clc1ccccn1.Cc1ccc(N)cc1.O=S(=O)(O[Pd]1c2ccccc2-c2ccccc2N~1)C(F)(F)F.CC(C)c1cc(C(C)C)c(-c2ccccc2P(C2CCCCC2)C2CCCCC2)c(C(C)C)c1.CN1CCCN2CCCN=C12.COC(=O)c1ccno1. No catalyst specified. The yield is 0.142. The product is Cc1ccc(Nc2ccccn2)cc1. (10) The reactants are Clc1cccnc1.Cc1ccc(N)cc1.O=S(=O)(O[Pd]1c2ccccc2-c2ccccc2N~1)C(F)(F)F.COc1ccc(OC)c(P(C(C)(C)C)C(C)(C)C)c1-c1c(C(C)C)cc(C(C)C)cc1C(C)C.CN(C)C(=NC(C)(C)C)N(C)C.CCOC(=O)c1cnoc1. No catalyst specified. The product is Cc1ccc(Nc2cccnc2)cc1. The yield is 0.